This data is from Reaction yield outcomes from USPTO patents with 853,638 reactions. The task is: Predict the reaction yield, written as a fraction of the theoretical maximum amount of product (1.0 means a 100% yield; for example, 0.34 means a 34% yield). (1) The reactants are FC(F)(F)S(OC1[CH:24]=[C:23]([O:25][CH3:26])[CH:22]=[C:21]2[C:8]=1[C@@:9]1([CH3:30])[C@H:18]([CH2:19][S:20]2)[C@:17]2([CH3:27])[C@H:12]([C:13]([CH3:29])([CH3:28])[CH2:14][CH2:15][CH2:16]2)[CH2:11][CH2:10]1)(=O)=O.[CH3:33][C:34]([O-:36])=[O:35].[K+]. The catalyst is CS(C)=O.CC([O-])=O.CC([O-])=O.[Pd+2].C1C=CC(P(C2C=CC=CC=2)[C-]2C=CC=C2)=CC=1.C1C=CC(P(C2C=CC=CC=2)[C-]2C=CC=C2)=CC=1.[Fe+2].C(Cl)Cl. The product is [CH3:26][O:25][C:23]1[CH:22]=[C:21]2[C:8]([C@@:9]3([CH3:30])[C@H:18]([CH2:19][S:20]2)[C@:17]2([CH3:27])[C@H:12]([C:13]([CH3:29])([CH3:28])[CH2:14][CH2:15][CH2:16]2)[CH2:11][CH2:10]3)=[C:33]([C:34]([OH:36])=[O:35])[CH:24]=1. The yield is 0.340. (2) The reactants are [CH3:1][C@H:2]([CH2:15][CH2:16][CH2:17][CH2:18][OH:19])[CH2:3][CH2:4][C:5]1[CH:10]=[CH:9][CH:8]=[CH:7][C:6]=1[C:11]([OH:14])([CH3:13])[CH3:12].C(N(CC)CC)C. The catalyst is ClCCl.CS(C)=O. The product is [CH3:1][C@H:2]([CH2:15][CH2:16][CH2:17][CH:18]=[O:19])[CH2:3][CH2:4][C:5]1[CH:10]=[CH:9][CH:8]=[CH:7][C:6]=1[C:11]([OH:14])([CH3:12])[CH3:13]. The yield is 0.800. (3) The reactants are C([O:3][C:4]([C:6]1[N:7]=[C:8]([CH:11]2[CH2:16][CH2:15][N:14]([C:17](=[O:29])[CH2:18][N:19]3[C:23]([CH3:24])=[CH:22][C:21]([C:25]([F:28])([F:27])[F:26])=[N:20]3)[CH2:13][CH2:12]2)[S:9][CH:10]=1)=[O:5])C.[OH-].[Na+].Cl. The catalyst is C1COCC1. The product is [CH3:24][C:23]1[N:19]([CH2:18][C:17]([N:14]2[CH2:15][CH2:16][CH:11]([C:8]3[S:9][CH:10]=[C:6]([C:4]([OH:5])=[O:3])[N:7]=3)[CH2:12][CH2:13]2)=[O:29])[N:20]=[C:21]([C:25]([F:28])([F:26])[F:27])[CH:22]=1. The yield is 0.940. (4) The product is [C:21]([CH:3]1[CH:4]([C:8]2[CH:9]=[CH:10][CH:11]=[CH:12][CH:13]=2)[NH:5][CH2:6][CH2:7][N:2]1[CH3:1])(=[O:24])[CH2:22][CH3:23]. The catalyst is ClCCl. The reactants are [CH3:1][N:2]1[CH2:7][CH2:6][NH:5][CH:4]([C:8]2[CH:13]=[CH:12][CH:11]=[CH:10][CH:9]=2)[CH2:3]1.C(N(CC)CC)C.[C:21](Cl)(=[O:24])[CH2:22][CH3:23]. The yield is 0.930. (5) The reactants are [Na].[Br:2][C:3]1[C:8]([CH3:9])=[CH:7][C:6]([OH:10])=[CH:5][C:4]=1[CH3:11].Br[C:13]1[CH:18]=[CH:17][CH:16]=[C:15]([CH3:19])[N:14]=1. The catalyst is C(OCC)(=O)C.[Cu]. The product is [Br:2][C:3]1[C:8]([CH3:9])=[CH:7][C:6]([O:10][C:13]2[CH:18]=[CH:17][CH:16]=[C:15]([CH3:19])[N:14]=2)=[CH:5][C:4]=1[CH3:11]. The yield is 0.740. (6) The reactants are [CH3:1][C:2]1[C:7](=[O:8])[C@@H:6]([OH:9])[CH2:5][C:4]([CH3:11])([CH3:10])[C:3]=1/[CH:12]=[CH:13]/[C:14](/[CH3:44])=[CH:15]/[CH:16]=[CH:17]/[C:18](/[CH3:43])=[CH:19]/[CH:20]=[CH:21]/[CH:22]=[C:23](\[CH3:42])/[CH:24]=[CH:25]/[CH:26]=[C:27](\[CH3:41])/[CH:28]=[CH:29]/[C:30]1[C:36]([CH3:38])([CH3:37])[CH2:35][C@H:34]([OH:39])[C:32](=[O:33])[C:31]=1[CH3:40]. The catalyst is CCCCCCC. The product is [CH3:40][C:31]1[C:32](=[O:33])[C@H:34]([OH:39])[CH2:35][C:36]([CH3:37])([CH3:38])[C:30]=1/[CH:29]=[CH:28]/[C:27](/[CH3:41])=[CH:26]/[CH:25]=[CH:24]/[C:23](/[CH3:42])=[CH:22]/[CH:21]=[CH:20]/[CH:19]=[C:18](\[CH3:43])/[CH:17]=[CH:16]/[CH:15]=[C:14](\[CH3:44])/[CH:13]=[CH:12]/[C:3]1[C:4]([CH3:11])([CH3:10])[CH2:5][C@@H:6]([OH:9])[C:7](=[O:8])[C:2]=1[CH3:1].[CH3:40][C:31]1[C:32](=[O:33])[C@H:34]([OH:39])[CH2:35][C:36]([CH3:37])([CH3:38])[C:30]=1/[CH:29]=[CH:28]/[C:27](/[CH3:41])=[CH:26]/[CH:25]=[CH:24]/[C:23](/[CH3:42])=[CH:22]/[CH:21]=[CH:20]/[CH:19]=[C:18](\[CH3:43])/[CH:17]=[CH:16]/[CH:15]=[C:14](\[CH3:44])/[CH:13]=[CH:12]/[C:3]1[C:4]([CH3:11])([CH3:10])[CH2:5][C@H:6]([OH:9])[C:7](=[O:8])[C:2]=1[CH3:1].[CH3:40][C:31]1[C:32](=[O:33])[C@@H:34]([OH:39])[CH2:35][C:36]([CH3:37])([CH3:38])[C:30]=1/[CH:29]=[CH:28]/[C:27](/[CH3:41])=[CH:26]/[CH:25]=[CH:24]/[C:23](/[CH3:42])=[CH:22]/[CH:21]=[CH:20]/[CH:19]=[C:18](\[CH3:43])/[CH:17]=[CH:16]/[CH:15]=[C:14](\[CH3:44])/[CH:13]=[CH:12]/[C:3]1[C:4]([CH3:11])([CH3:10])[CH2:5][C@H:6]([OH:9])[C:7](=[O:8])[C:2]=1[CH3:1]. The yield is 0.873. (7) The reactants are [CH2:1]([C:3]1[CH:4]=[C:5]2[C:9](=[CH:10][C:11]=1[N+:12]([O-])=O)[NH:8][CH:7]=[CH:6]2)[CH3:2]. The catalyst is [Ni]. The product is [CH2:1]([C:3]1[CH:4]=[C:5]2[C:9](=[CH:10][C:11]=1[NH2:12])[NH:8][CH:7]=[CH:6]2)[CH3:2]. The yield is 0.480.